From a dataset of Reaction yield outcomes from USPTO patents with 853,638 reactions. Predict the reaction yield, written as a fraction of the theoretical maximum amount of product (1.0 means a 100% yield; for example, 0.34 means a 34% yield). The catalyst is CN(C1C=CN=CC=1)C.C(Cl)Cl. The reactants are [C:1]([O:5][C:6]([N:8]1[CH2:15][CH:14]2[N:16]([C:17]([O:19][C:20]([CH3:23])([CH3:22])[CH3:21])=[O:18])[CH:10]([CH2:11][C:12]([C:27]3[S:28][CH:29]=[C:30]([CH2:32][CH2:33][CH2:34][O:35][Si:36]([C:39]([CH3:42])([CH3:41])[CH3:40])([CH3:38])[CH3:37])[N:31]=3)=[C:13]2[C:24]([OH:26])=O)[CH2:9]1)=[O:7])([CH3:4])([CH3:3])[CH3:2].[CH:43]1([NH:46][CH2:47][C:48]2[CH:53]=[CH:52][CH:51]=[C:50]([Cl:54])[C:49]=2[Cl:55])[CH2:45][CH2:44]1.CCN(C(C)C)C(C)C.C1C=CC2N(O)N=NC=2C=1.CCN=C=NCCCN(C)C.Cl. The product is [C:1]([O:5][C:6]([N:8]1[CH2:15][CH:14]2[N:16]([C:17]([O:19][C:20]([CH3:23])([CH3:21])[CH3:22])=[O:18])[CH:10]([CH2:11][C:12]([C:27]3[S:28][CH:29]=[C:30]([CH2:32][CH2:33][CH2:34][O:35][Si:36]([C:39]([CH3:41])([CH3:42])[CH3:40])([CH3:38])[CH3:37])[N:31]=3)=[C:13]2[C:24](=[O:26])[N:46]([CH:43]2[CH2:44][CH2:45]2)[CH2:47][C:48]2[CH:53]=[CH:52][CH:51]=[C:50]([Cl:54])[C:49]=2[Cl:55])[CH2:9]1)=[O:7])([CH3:2])([CH3:3])[CH3:4]. The yield is 0.340.